This data is from Catalyst prediction with 721,799 reactions and 888 catalyst types from USPTO. The task is: Predict which catalyst facilitates the given reaction. (1) Reactant: COC1C=CC(C[N:8]([C@@H:12]([C@H:27]([O:35][Si:36]([C:39]([CH3:42])([CH3:41])[CH3:40])([CH3:38])[CH3:37])[C:28]2[CH:29]=[N:30][C:31]([Cl:34])=[CH:32][CH:33]=2)[CH2:13][CH2:14][C:15](=O)[CH2:16][C:17]2[CH:22]=[CH:21][C:20]([N+:23]([O-:25])=[O:24])=[CH:19][CH:18]=2)C(=O)[O-])=CC=1.FC(F)(F)C(O)=O. Product: [Si:36]([O:35][C@@H:27]([C@H:12]1[CH2:13][CH2:14][C:15]([CH2:16][C:17]2[CH:22]=[CH:21][C:20]([N+:23]([O-:25])=[O:24])=[CH:19][CH:18]=2)=[N:8]1)[C:28]1[CH:33]=[CH:32][C:31]([Cl:34])=[N:30][CH:29]=1)([C:39]([CH3:42])([CH3:41])[CH3:40])([CH3:37])[CH3:38]. The catalyst class is: 4. (2) Reactant: C(OC(=O)[NH:7][CH2:8][C:9]1[C:10]([CH3:33])=[N:11][C:12]([N:15]2[CH2:19][CH2:18][C:17]([C:24]3[CH:29]=[C:28]([Cl:30])[C:27]([Cl:31])=[C:26]([Cl:32])[CH:25]=3)([C:20]([F:23])([F:22])[F:21])[CH2:16]2)=[CH:13][CH:14]=1)(C)(C)C.C(O)C.Cl.[OH-].[Na+]. Product: [CH3:33][C:10]1[C:9]([CH2:8][NH2:7])=[CH:14][CH:13]=[C:12]([N:15]2[CH2:19][CH2:18][C:17]([C:24]3[CH:25]=[C:26]([Cl:32])[C:27]([Cl:31])=[C:28]([Cl:30])[CH:29]=3)([C:20]([F:22])([F:23])[F:21])[CH2:16]2)[N:11]=1. The catalyst class is: 6.